Dataset: Full USPTO retrosynthesis dataset with 1.9M reactions from patents (1976-2016). Task: Predict the reactants needed to synthesize the given product. Given the product [CH:18]1([C:24]2[N:32]3[C:27]([C:5]([NH2:1])=[N:4][CH:3]=[N:2]3)=[C:26]([I:33])[N:25]=2)[CH2:19][CH2:20][CH2:21][CH2:22][CH2:23]1, predict the reactants needed to synthesize it. The reactants are: [NH:1]1[CH:5]=[N:4][CH:3]=[N:2]1.P(Cl)(Cl)(Cl)=O.C(N(CC)CC)C.[CH:18]1([C:24]2[N:32]3[C:27](C=NC=N3)=[C:26]([I:33])[N:25]=2)[CH2:23][CH2:22][CH2:21][CH2:20][CH2:19]1.